From a dataset of Reaction yield outcomes from USPTO patents with 853,638 reactions. Predict the reaction yield, written as a fraction of the theoretical maximum amount of product (1.0 means a 100% yield; for example, 0.34 means a 34% yield). (1) The reactants are [C:1](Cl)(Cl)=[S:2].[NH2:5][C:6]1[C:15]2[C:10](=[CH:11][CH:12]=[CH:13][CH:14]=2)[C:9]([CH:16]2[CH2:18][CH2:17]2)=[CH:8][CH:7]=1.C(N(C(C)C)CC)(C)C.Cl. The catalyst is ClCCl.O. The product is [CH:16]1([C:9]2[C:10]3[C:15](=[CH:14][CH:13]=[CH:12][CH:11]=3)[C:6]([N:5]=[C:1]=[S:2])=[CH:7][CH:8]=2)[CH2:18][CH2:17]1. The yield is 0.860. (2) The reactants are [F:1][C:2]1[CH:8]=[CH:7][CH:6]=[C:5]([O:9][CH3:10])[C:3]=1[NH2:4].[Br:11]Br. The catalyst is C(O)(=O)C. The product is [BrH:11].[Br:11][C:7]1[CH:6]=[C:5]([O:9][CH3:10])[C:3]([NH2:4])=[C:2]([F:1])[CH:8]=1. The yield is 0.900. (3) The reactants are [CH3:1][O:2][C:3]1([O:11][CH3:12])[CH2:6][CH:5]([C:7]([O:9]C)=O)[CH2:4]1.Cl.[CH3:14][NH:15][O:16][CH3:17].C([Mg]Cl)(C)C. The catalyst is C1COCC1. The product is [CH3:17][O:16][N:15]([CH3:14])[C:7]([CH:5]1[CH2:4][C:3]([O:2][CH3:1])([O:11][CH3:12])[CH2:6]1)=[O:9]. The yield is 0.670. (4) The reactants are N[C:2]1[CH:11]=[C:10]([Br:12])[CH:9]=[CH:8][C:3]=1[C:4](OC)=[O:5].N([O-])=O.[Na+].[S:17](=[O:19])=[O:18].[OH-].[NH4+:21]. The catalyst is Cl.O.O1CCCC1.[Cu]Cl. The product is [Br:12][C:10]1[CH:9]=[CH:8][C:3]2[C:4](=[O:5])[NH:21][S:17](=[O:19])(=[O:18])[C:2]=2[CH:11]=1. The yield is 0.100. (5) The reactants are [CH3:1][S-:2].[Na+].Cl[C:5]1[C:6]2[O:13][CH:12]=[CH:11][C:7]=2[N:8]=[CH:9][N:10]=1.C(=O)([O-])[O-].[Na+].[Na+]. The catalyst is CC#N. The product is [CH3:1][S:2][C:5]1[C:6]2[O:13][CH:12]=[CH:11][C:7]=2[N:8]=[CH:9][N:10]=1. The yield is 0.850. (6) The reactants are O[CH2:2][C:3]1[CH:12]=[N:11][C:10]2[N:9]3[CH2:13][CH2:14][CH2:15][CH2:16][CH:8]3[C:7](=[O:17])[NH:6][C:5]=2[CH:4]=1.[I-].C(C[P+](C)(C)C)#N.C(N(C(C)C)C(C)C)C.Cl.[Cl:36][C:37]1[CH:42]=[CH:41][C:40]([CH:43]2[CH2:48][CH2:47][NH:46][CH2:45][CH2:44]2)=[CH:39][CH:38]=1. The catalyst is C(#N)CC. The product is [Cl:36][C:37]1[CH:42]=[CH:41][C:40]([CH:43]2[CH2:44][CH2:45][N:46]([CH2:2][C:3]3[CH:12]=[N:11][C:10]4[N:9]5[CH2:13][CH2:14][CH2:15][CH2:16][CH:8]5[C:7](=[O:17])[NH:6][C:5]=4[CH:4]=3)[CH2:47][CH2:48]2)=[CH:39][CH:38]=1. The yield is 0.320. (7) The reactants are [C:1]1([C:7]2[CH:12]=[CH:11][CH:10]=[CH:9][C:8]=2O)[CH:6]=[CH:5][CH:4]=[CH:3][CH:2]=1.[C:14]1(C#C[C:14]2[CH:19]=[CH:18][CH:17]=[CH:16][CH:15]=2)[CH:19]=[CH:18][CH:17]=[CH:16][CH:15]=1.C[CH2:29][O:30][C:31](C)=O. The catalyst is C1(C)C=CC=CC=1.Cl. The product is [C:7]1([C:1]#[C:6][C:5]2[CH2:29][O:30][CH2:31][C:4]=2[C:3]#[C:2][C:14]2[CH:19]=[CH:18][CH:17]=[CH:16][CH:15]=2)[CH:8]=[CH:9][CH:10]=[CH:11][CH:12]=1. The yield is 0.860.